This data is from Catalyst prediction with 721,799 reactions and 888 catalyst types from USPTO. The task is: Predict which catalyst facilitates the given reaction. (1) Reactant: [CH3:1][C:2]1[CH:3]=[C:4]([CH:7]=[C:8]([CH3:11])[C:9]=1[OH:10])[CH:5]=O.Br[C:13]1[CH:18]=[CH:17][C:16]([O:19][CH2:20][O:21][CH3:22])=[C:15]([CH:23]([CH3:25])[CH3:24])[CH:14]=1.C(O)(C(F)(F)F)=O.O. Product: [CH3:1][C:2]1[CH:3]=[C:4]([CH2:5][C:13]2[CH:18]=[CH:17][C:16]([O:19][CH2:20][O:21][CH3:22])=[C:15]([CH:23]([CH3:25])[CH3:24])[CH:14]=2)[CH:7]=[C:8]([CH3:11])[C:9]=1[OH:10]. The catalyst class is: 5. (2) Reactant: C(P(CCCC)CCCC)CCC.N(C(N1CCCCC1)=O)=NC(N1CCCCC1)=O.C(OC([NH:39][C:40]1[C:58]([CH3:59])=[CH:57][C:43]([O:44][C:45]2[CH:46]=[CH:47][C:48]3[N:52]=[C:51]([CH2:53][OH:54])[N:50]([CH3:55])[C:49]=3[CH:56]=2)=[CH:42][C:41]=1[CH3:60])=O)(C)(C)C.O[C:62]1[CH:63]=[N:64][CH:65]=[C:66]([CH:71]=1)[C:67]([O:69][CH3:70])=[O:68]. Product: [NH2:39][C:40]1[C:58]([CH3:59])=[CH:57][C:43]([O:44][C:45]2[CH:46]=[CH:47][C:48]3[N:52]=[C:51]([CH2:53][O:54][C:62]4[CH:63]=[N:64][CH:65]=[C:66]([CH:71]=4)[C:67]([O:69][CH3:70])=[O:68])[N:50]([CH3:55])[C:49]=3[CH:56]=2)=[CH:42][C:41]=1[CH3:60]. The catalyst class is: 11. (3) Reactant: [CH2:1]([C:8]1[NH:13][C:12](=[O:14])[C:11]([C:15]2[CH:20]=[CH:19][C:18]([O:21]CC3C=CC=CC=3)=[C:17]([F:29])[CH:16]=2)=[CH:10][N:9]=1)[C:2]1[CH:7]=[CH:6][CH:5]=[CH:4][CH:3]=1. Product: [CH2:1]([C:8]1[NH:13][C:12](=[O:14])[C:11]([C:15]2[CH:20]=[CH:19][C:18]([OH:21])=[C:17]([F:29])[CH:16]=2)=[CH:10][N:9]=1)[C:2]1[CH:7]=[CH:6][CH:5]=[CH:4][CH:3]=1. The catalyst class is: 55. (4) Reactant: [CH2:1]([O:8][C:9]([N:11]1[CH2:17][CH2:16][CH2:15][CH2:14][C:13]2[CH:18]=[C:19]([N:22]3[CH2:26][CH:25]([CH2:27][NH2:28])[O:24][C:23]3=[O:29])[CH:20]=[CH:21][C:12]1=2)=[O:10])[C:2]1[CH:7]=[CH:6][CH:5]=[CH:4][CH:3]=1.C(N(C(C)C)CC)(C)C.[C:39](OC(=O)C)(=[O:41])[CH3:40]. Product: [CH2:1]([O:8][C:9]([N:11]1[CH2:17][CH2:16][CH2:15][CH2:14][C:13]2[CH:18]=[C:19]([N:22]3[CH2:26][CH:25]([CH2:27][NH:28][C:39](=[O:41])[CH3:40])[O:24][C:23]3=[O:29])[CH:20]=[CH:21][C:12]1=2)=[O:10])[C:2]1[CH:7]=[CH:6][CH:5]=[CH:4][CH:3]=1. The catalyst class is: 2. (5) Reactant: [NH2:1][C:2]1[C:3](=[O:12])[N:4]([CH3:11])[C:5](=[O:10])[N:6]([CH3:9])[C:7]=1[NH2:8].O(CC)[C:14]([S-])=[S:15].[K+]. Product: [CH3:11][N:4]1[C:3](=[O:12])[C:2]2[NH:1][C:14](=[S:15])[NH:8][C:7]=2[N:6]([CH3:9])[C:5]1=[O:10]. The catalyst class is: 3.